Dataset: Full USPTO retrosynthesis dataset with 1.9M reactions from patents (1976-2016). Task: Predict the reactants needed to synthesize the given product. (1) Given the product [CH:34]1([C:2]2[C:3]([CH:19]=[O:20])=[C:4]3[C:8](=[C:9]([CH3:11])[CH:10]=2)[N:7]([C:12]([O:14][C:15]([CH3:18])([CH3:17])[CH3:16])=[O:13])[CH:6]=[CH:5]3)[CH2:28][CH2:29]1, predict the reactants needed to synthesize it. The reactants are: Br[C:2]1[C:3]([CH:19]=[O:20])=[C:4]2[C:8](=[C:9]([CH3:11])[CH:10]=1)[N:7]([C:12]([O:14][C:15]([CH3:18])([CH3:17])[CH3:16])=[O:13])[CH:6]=[CH:5]2.O.C([O-])([O-])=O.[Cs+].[Cs+].[C:28]1([CH3:34])C=CC=C[CH:29]=1. (2) Given the product [Br:1][C:2]1[C:3](=[O:29])[N:4]([C:19]2[CH:20]=[C:21]([CH:25]=[CH:26][C:27]=2[F:28])[C:22]([NH2:31])=[O:23])[C:5]([CH3:18])=[CH:6][C:7]=1[O:8][CH2:9][C:10]1[CH:15]=[CH:14][C:13]([F:16])=[CH:12][C:11]=1[F:17], predict the reactants needed to synthesize it. The reactants are: [Br:1][C:2]1[C:3](=[O:29])[N:4]([C:19]2[CH:20]=[C:21]([CH:25]=[CH:26][C:27]=2[F:28])[C:22](O)=[O:23])[C:5]([CH3:18])=[CH:6][C:7]=1[O:8][CH2:9][C:10]1[CH:15]=[CH:14][C:13]([F:16])=[CH:12][C:11]=1[F:17].C[N:31]1CCOCC1.ClC1N=C(OC)N=C(OC)N=1.[NH4+].[OH-]. (3) Given the product [OH:38][CH2:37][C:23]1[CH:24]=[C:25]([O:29][CH2:30][CH2:31][CH2:32][S:33]([CH3:36])(=[O:35])=[O:34])[CH:26]=[C:27]([CH3:28])[C:22]=1[C:18]1[CH:19]=[CH:20][CH:21]=[C:16]([CH2:15][O:14][C:12]2[CH:11]=[CH:10][C:9]3[C@H:5]([CH2:4][C:3]([OH:42])=[O:2])[CH2:6][O:7][C:8]=3[CH:13]=2)[CH:17]=1, predict the reactants needed to synthesize it. The reactants are: C[O:2][C:3](=[O:42])[CH2:4][C@H:5]1[C:9]2[CH:10]=[CH:11][C:12]([O:14][CH2:15][C:16]3[CH:17]=[C:18]([C:22]4[C:27]([CH3:28])=[CH:26][C:25]([O:29][CH2:30][CH2:31][CH2:32][S:33]([CH3:36])(=[O:35])=[O:34])=[CH:24][C:23]=4[CH2:37][O:38]C(=O)C)[CH:19]=[CH:20][CH:21]=3)=[CH:13][C:8]=2[O:7][CH2:6]1.CO.[OH-].[Na+].Cl. (4) Given the product [CH:15]([N:4]([CH3:2])[C:5]1[CH:6]=[C:7]([CH:11]=[C:12]([CH3:14])[N:13]=1)[C:8]([OH:10])=[O:9])([CH3:16])[CH3:17], predict the reactants needed to synthesize it. The reactants are: Cl.[CH2:2]([N:4]([CH2:15][CH3:16])[C:5]1[CH:6]=[C:7]([CH:11]=[C:12]([CH3:14])[N:13]=1)[C:8]([OH:10])=[O:9])C.[CH:17](NC)(C)C. (5) Given the product [ClH:26].[CH3:28][O:29][C:9]([CH:2]1[NH:3][CH:4]([C:6]([O:8][CH3:13])=[O:7])[CH2:5][S:1]1)=[O:11], predict the reactants needed to synthesize it. The reactants are: [S:1]1[CH2:5][CH:4]([C:6]([OH:8])=[O:7])[NH:3][CH:2]1[C:9]([OH:11])=O.N[C@H:13](C(O)=O)CS.C(O)(=O)C=O.S(Cl)([Cl:26])=O.[CH3:28][OH:29]. (6) Given the product [C:9]([C:8]1[C:11]([N+:15]([O-:17])=[O:16])=[CH:12][CH:13]=[CH:14][C:7]=1[O:6][CH2:5][CH2:4][CH2:3][CH2:2][NH:1][C:25](=[O:27])[CH3:26])#[N:10], predict the reactants needed to synthesize it. The reactants are: [NH2:1][CH2:2][CH2:3][CH2:4][CH2:5][O:6][C:7]1[CH:14]=[CH:13][CH:12]=[C:11]([N+:15]([O-:17])=[O:16])[C:8]=1[C:9]#[N:10].C(N(CC)CC)C.[C:25](Cl)(=[O:27])[CH3:26]. (7) Given the product [CH2:1]([O:5][C:6]1[N:14]=[C:13]2[C:9]([N:10]=[C:11]([O:22][CH3:23])[N:12]2[CH2:15][CH2:16][CH2:17][CH2:18][CH2:19][CH2:20][N:25]2[CH2:31][CH2:30][CH2:29][CH2:28][CH2:27][CH2:26]2)=[C:8]([NH2:24])[N:7]=1)[CH2:2][CH2:3][CH3:4], predict the reactants needed to synthesize it. The reactants are: [CH2:1]([O:5][C:6]1[N:14]=[C:13]2[C:9]([N:10]=[C:11]([O:22][CH3:23])[N:12]2[CH2:15][CH2:16][CH2:17][CH2:18][CH2:19][CH2:20]Cl)=[C:8]([NH2:24])[N:7]=1)[CH2:2][CH2:3][CH3:4].[NH:25]1[CH2:31][CH2:30][CH2:29][CH2:28][CH2:27][CH2:26]1. (8) The reactants are: [O:1]=[C:2]1[N:8]2[CH2:9][C@@H:4]([CH2:5][CH2:6][C@H:7]2[C:10]([NH:12][O:13][C@H:14]2[CH2:18][CH2:17][NH:16][CH2:15]2)=[O:11])[N:3]1[O:19]S(O)(=O)=O.C(OC(OC(O[C:34]1[CH:39]=[CH:38][C:37]([N+]([O-])=O)=[CH:36][CH:35]=1)=O)C)(=O)C.[CH2:43]([N:45](CC)CC)C.[CH3:50]N(C)C=O. Given the product [CH2:50]([O:19][N:3]1[C:2](=[O:1])[N:8]2[CH2:9][C@H:4]1[CH2:5][CH2:6][C@H:7]2[C:10]([NH:12][O:13][CH2:14][C:18]1[N:45]([CH3:43])[CH:15]=[N:16][CH:17]=1)=[O:11])[C:34]1[CH:35]=[CH:36][CH:37]=[CH:38][CH:39]=1, predict the reactants needed to synthesize it. (9) Given the product [CH2:3]([N:4]([CH2:2][CH:3]1[C:8](=[O:9])[CH:7]2[CH2:10][CH2:11][N:4]1[CH2:5][CH2:6]2)[CH2:5][C:6]1[CH:17]=[CH:16][N:15]=[CH:18][CH:19]=1)[CH3:2], predict the reactants needed to synthesize it. The reactants are: Cl.[CH2:2]=[C:3]1[C:8](=[O:9])[CH:7]2[CH2:10][CH2:11][N:4]1[CH2:5][CH2:6]2.O.C([N:15]([CH2:18][CH3:19])[CH2:16][CH3:17])C. (10) Given the product [F:1][C:2]1[CH:3]=[CH:4][C:5]([N:8]2[C:16]3[C:11](=[CH:12][C:13]([O:17][C@H:18]([C:22]4[CH:27]=[CH:26][CH:25]=[C:24]([O:28][CH3:29])[CH:23]=4)[C@@H:19]([NH:21][C:33]([C:32]([N:31]([CH3:37])[CH3:30])=[O:36])=[O:34])[CH3:20])=[CH:14][CH:15]=3)[CH:10]=[N:9]2)=[CH:6][CH:7]=1, predict the reactants needed to synthesize it. The reactants are: [F:1][C:2]1[CH:7]=[CH:6][C:5]([N:8]2[C:16]3[C:11](=[CH:12][C:13]([O:17][C@H:18]([C:22]4[CH:27]=[CH:26][CH:25]=[C:24]([O:28][CH3:29])[CH:23]=4)[C@@H:19]([NH2:21])[CH3:20])=[CH:14][CH:15]=3)[CH:10]=[N:9]2)=[CH:4][CH:3]=1.[CH3:30][N:31]([CH3:37])[C:32](=[O:36])[C:33](O)=[O:34].